This data is from Peptide-MHC class II binding affinity with 134,281 pairs from IEDB. The task is: Regression. Given a peptide amino acid sequence and an MHC pseudo amino acid sequence, predict their binding affinity value. This is MHC class II binding data. The peptide sequence is GAATVAAGAATTAAG. The binding affinity (normalized) is 0.128. The MHC is DRB1_0405 with pseudo-sequence DRB1_0405.